This data is from Peptide-MHC class II binding affinity with 134,281 pairs from IEDB. The task is: Regression. Given a peptide amino acid sequence and an MHC pseudo amino acid sequence, predict their binding affinity value. This is MHC class II binding data. (1) The peptide sequence is KVDTRAKDPPAGTRK. The MHC is DRB4_0103 with pseudo-sequence DRB4_0103. The binding affinity (normalized) is 0. (2) The peptide sequence is RTFVATFGAASNKAF. The MHC is DRB1_0301 with pseudo-sequence DRB1_0301. The binding affinity (normalized) is 0.0481. (3) The MHC is HLA-DQA10501-DQB10301 with pseudo-sequence HLA-DQA10501-DQB10301. The binding affinity (normalized) is 0.364. The peptide sequence is NGSQFFLCTAKTAWL. (4) The peptide sequence is EERVERIKSEYMTSW. The MHC is DRB1_0701 with pseudo-sequence DRB1_0701. The binding affinity (normalized) is 0.599.